The task is: Predict the product of the given reaction.. This data is from Forward reaction prediction with 1.9M reactions from USPTO patents (1976-2016). (1) Given the reactants [Si]([O:8][CH2:9][CH2:10][N:11]([CH3:42])[C:12]([C:14]1[C:19]([O:20][CH2:21][C:22]2[CH:27]=[CH:26][CH:25]=[CH:24][CH:23]=2)=[C:18]([OH:28])[N:17]=[C:16]([CH2:29][C:30]2([C:35]3[CH:40]=[CH:39][C:38]([Cl:41])=[CH:37][CH:36]=3)[CH2:34][CH2:33][CH2:32][CH2:31]2)[N:15]=1)=[O:13])(C(C)(C)C)(C)C.OCCN(C)C(C1C(OCC2C=CC=CC=2)=C(O)N=C(CC2C=CC=CC=2C2C=CC=CC=2)N=1)=O, predict the reaction product. The product is: [OH:8][CH2:9][CH2:10][N:11]([CH3:42])[C:12]([C:14]1[C:19]([O:20][CH2:21][C:22]2[CH:27]=[CH:26][CH:25]=[CH:24][CH:23]=2)=[C:18]([OH:28])[N:17]=[C:16]([CH2:29][C:30]2([C:35]3[CH:40]=[CH:39][C:38]([Cl:41])=[CH:37][CH:36]=3)[CH2:34][CH2:33][CH2:32][CH2:31]2)[N:15]=1)=[O:13]. (2) The product is: [NH2:38][CH2:37][CH2:36][CH2:35][CH2:34][CH2:33][NH:32][C:30]([C:25]1[NH:26][C:27]2[C:23]([CH:24]=1)=[CH:22][C:21]([O:20][CH3:19])=[CH:29][CH:28]=2)=[O:31]. Given the reactants C([C@@H]1NC2C(=CC=CC=2)NC1=O)C1C=CC=CC=1.[CH3:19][O:20][C:21]1[CH:22]=[C:23]2[C:27](=[CH:28][CH:29]=1)[NH:26][C:25]([C:30]([NH:32][CH2:33][CH2:34][CH2:35][CH2:36][CH2:37][NH:38]C(=O)OC(C)(C)C)=[O:31])=[CH:24]2, predict the reaction product. (3) Given the reactants C([NH:8]/[C:9](/[NH:18][CH2:19][C:20](=O)[C:21]1[CH:26]=[CH:25][CH:24]=[CH:23][CH:22]=1)=[N:10]/C(OC(C)(C)C)=O)(OC(C)(C)C)=O.C1(C)C=CC=CC=1.[F:35][C:36]([F:41])([F:40])[C:37]([OH:39])=[O:38], predict the reaction product. The product is: [F:35][C:36]([F:41])([F:40])[C:37]([O-:39])=[O:38].[NH2:8][C:9]1[NH:10][C:20]([C:21]2[CH:26]=[CH:25][CH:24]=[CH:23][CH:22]=2)=[CH:19][NH+:18]=1. (4) The product is: [F:22][C:23]1[CH:28]=[CH:27][CH:26]=[CH:25][C:24]=1[N:29]1[CH2:34][CH2:33][N:32]([CH2:17][CH2:16][CH2:15][C:14]2[N:10]([C:7]3[CH:8]=[CH:9][C:4]([N+:1]([O-:3])=[O:2])=[CH:5][CH:6]=3)[N:11]=[C:12]([CH2:19][CH2:20][CH3:21])[CH:13]=2)[CH2:31][CH2:30]1. Given the reactants [N+:1]([C:4]1[CH:9]=[CH:8][C:7]([N:10]2[C:14]([CH2:15][CH2:16][CH:17]=O)=[CH:13][C:12]([CH2:19][CH2:20][CH3:21])=[N:11]2)=[CH:6][CH:5]=1)([O-:3])=[O:2].[F:22][C:23]1[CH:28]=[CH:27][CH:26]=[CH:25][C:24]=1[N:29]1[CH2:34][CH2:33][NH:32][CH2:31][CH2:30]1.[BH-](OC(C)=O)(OC(C)=O)OC(C)=O.[Na+], predict the reaction product. (5) Given the reactants C(OC([NH:8][C@@H:9]1[C:15](=[O:16])[NH:14][C:13]2[CH:17]=[CH:18][CH:19]=[CH:20][C:12]=2[O:11][C@H:10]1[CH3:21])=O)(C)(C)C.[F:22][C:23]([F:28])([F:27])[C:24]([OH:26])=[O:25].ClCCl.O1CCCC1, predict the reaction product. The product is: [F:22][C:23]([F:28])([F:27])[C:24]([OH:26])=[O:25].[NH2:8][C@@H:9]1[C:15](=[O:16])[NH:14][C:13]2[CH:17]=[CH:18][CH:19]=[CH:20][C:12]=2[O:11][C@H:10]1[CH3:21]. (6) The product is: [ClH:34].[NH2:9][C:10]1[CH:37]=[CH:36][C:13]([CH2:14][N:15]2[CH2:20][CH2:19][N:18]([S:21]([C:24]3[CH:33]=[CH:32][C:31]4[C:26](=[CH:27][CH:28]=[C:29]([Cl:34])[CH:30]=4)[CH:25]=3)(=[O:22])=[O:23])[CH2:17][C:16]2=[O:35])=[CH:12][CH:11]=1. Given the reactants Cl.C(OC([NH:9][C:10]1[CH:37]=[CH:36][C:13]([CH2:14][N:15]2[CH2:20][CH2:19][N:18]([S:21]([C:24]3[CH:33]=[CH:32][C:31]4[C:26](=[CH:27][CH:28]=[C:29]([Cl:34])[CH:30]=4)[CH:25]=3)(=[O:23])=[O:22])[CH2:17][C:16]2=[O:35])=[CH:12][CH:11]=1)=O)(C)(C)C, predict the reaction product. (7) Given the reactants [CH3:1][NH2:2].[Cl:3][C:4]1[C:9]([CH2:10][CH:11]=O)=[CH:8][N:7]=[C:6]2[N:13]([S:16]([C:19]3[CH:25]=[CH:24][C:22]([CH3:23])=[CH:21][CH:20]=3)(=[O:18])=[O:17])[CH:14]=[CH:15][C:5]=12.[BH-](OC(C)=O)(OC(C)=O)OC(C)=O.[Na+].[BH4-].[Na+], predict the reaction product. The product is: [Cl:3][C:4]1[C:9]([CH2:10][CH2:11][NH:2][CH3:1])=[CH:8][N:7]=[C:6]2[N:13]([S:16]([C:19]3[CH:25]=[CH:24][C:22]([CH3:23])=[CH:21][CH:20]=3)(=[O:18])=[O:17])[CH:14]=[CH:15][C:5]=12. (8) Given the reactants [OH:1][CH:2]([C:8]1[CH:9]=[CH:10][C:11]2[N:12](C=CN=2)[CH:13]=1)[C:3]([O:5][CH2:6][CH3:7])=[O:4].Br[C:18]1C(C)=NC=CC=1, predict the reaction product. The product is: [OH:1][CH:2]([C:8]1[C:13]([CH3:18])=[N:12][CH:11]=[CH:10][CH:9]=1)[C:3]([O:5][CH2:6][CH3:7])=[O:4]. (9) Given the reactants [F:1][C:2]1[CH:3]=[CH:4][C:5]([C:8]2[N:12](C3CCCCO3)[N:11]=[CH:10][CH:9]=2)=[N:6][CH:7]=1.[ClH:19].CCOC(C)=O, predict the reaction product. The product is: [ClH:19].[F:1][C:2]1[CH:3]=[CH:4][C:5]([C:8]2[CH:9]=[CH:10][NH:11][N:12]=2)=[N:6][CH:7]=1.